Dataset: Reaction yield outcomes from USPTO patents with 853,638 reactions. Task: Predict the reaction yield, written as a fraction of the theoretical maximum amount of product (1.0 means a 100% yield; for example, 0.34 means a 34% yield). (1) The reactants are [Br:1][C:2]1[CH:7]=[CH:6][CH:5]=[CH:4][C:3]=1[SH:8].C(=O)([O-])[O-].[Cs+].[Cs+].[C:15]([O:19][C:20]([N:22]1[CH2:27][CH2:26][CH:25](OS(C)(=O)=O)[CH2:24][CH2:23]1)=[O:21])([CH3:18])([CH3:17])[CH3:16]. The catalyst is CN(C=O)C.O. The product is [C:15]([O:19][C:20]([N:22]1[CH2:27][CH2:26][CH:25]([S:8][C:3]2[CH:4]=[CH:5][CH:6]=[CH:7][C:2]=2[Br:1])[CH2:24][CH2:23]1)=[O:21])([CH3:18])([CH3:16])[CH3:17]. The yield is 0.980. (2) The reactants are [Cl:1][C:2]1[CH:3]=[CH:4][C:5]([F:17])=[C:6]2[C:11]=1[N:10]=[C:9]([C:12]([F:15])([F:14])[F:13])[CH:8]=[C:7]2[OH:16].[C:18]([O-])([O-])=O.[K+].[K+].IC. The catalyst is CC(C)=O. The product is [Cl:1][C:2]1[CH:3]=[CH:4][C:5]([F:17])=[C:6]2[C:11]=1[N:10]=[C:9]([C:12]([F:13])([F:14])[F:15])[CH:8]=[C:7]2[O:16][CH3:18]. The yield is 1.00.